From a dataset of Full USPTO retrosynthesis dataset with 1.9M reactions from patents (1976-2016). Predict the reactants needed to synthesize the given product. (1) The reactants are: [CH:1]1([C:4]2[N:13]=[C:12](N3CCN(C4C=CC(F)=CC=4OC)CC3)[C:11]3[C:6](=[CH:7][C:8]([O:31][CH3:32])=[C:9]([O:29][CH3:30])[CH:10]=3)[N:5]=2)[CH2:3][CH2:2]1.FC1C=CC(N2CCNCC2)=C(OC)C=1.[Cl:48][C:49]1[CH:50]=[C:51]([CH:55]=[CH:56][C:57]=1[N:58]1[CH2:63][CH2:62][NH:61][CH2:60][CH2:59]1)[C:52]([NH2:54])=[O:53]. Given the product [Cl:48][C:49]1[CH:50]=[C:51]([CH:55]=[CH:56][C:57]=1[N:58]1[CH2:63][CH2:62][N:61]([C:12]2[C:11]3[C:6](=[CH:7][C:8]([O:31][CH3:32])=[C:9]([O:29][CH3:30])[CH:10]=3)[N:5]=[C:4]([CH:1]3[CH2:3][CH2:2]3)[N:13]=2)[CH2:60][CH2:59]1)[C:52]([NH2:54])=[O:53], predict the reactants needed to synthesize it. (2) Given the product [CH3:1][O:2][C:3]1[CH:8]=[CH:7][C:6]2[C:10](=[O:14])[C:11](=[O:12])[S:9][C:5]=2[CH:4]=1, predict the reactants needed to synthesize it. The reactants are: [CH3:1][O:2][C:3]1[CH:4]=[C:5]([SH:9])[CH:6]=[CH:7][CH:8]=1.[C:10](Cl)(=[O:14])[C:11](Cl)=[O:12].[Cl-].[Al+3].[Cl-].[Cl-].